This data is from Catalyst prediction with 721,799 reactions and 888 catalyst types from USPTO. The task is: Predict which catalyst facilitates the given reaction. Reactant: [F:1][C:2]([F:20])([C:8]1[CH:13]=[CH:12][C:11]([F:14])=[CH:10][C:9]=1[O:15][C:16]([F:19])([F:18])[F:17])[C:3]([O:5]CC)=[O:4].O1CCCC1.O.[OH-].[Li+].S(=O)(=O)(O)[O-].[K+]. Product: [F:20][C:2]([F:1])([C:8]1[CH:13]=[CH:12][C:11]([F:14])=[CH:10][C:9]=1[O:15][C:16]([F:17])([F:18])[F:19])[C:3]([OH:5])=[O:4]. The catalyst class is: 24.